From a dataset of Full USPTO retrosynthesis dataset with 1.9M reactions from patents (1976-2016). Predict the reactants needed to synthesize the given product. (1) Given the product [Br:1][C:2]1[CH:3]=[CH:4][C:5]([C@H:8]([NH:13][C@@H:14]([CH2:18][CH:19]([Cl:21])[Cl:20])[C:15]([NH:36][C@H:25]([C:23]#[N:24])[CH2:26][C:27]2[CH:32]=[CH:31][C:30]([C:33]#[N:34])=[CH:29][C:28]=2[F:35])=[O:17])[C:9]([F:10])([F:11])[F:12])=[CH:6][CH:7]=1, predict the reactants needed to synthesize it. The reactants are: [Br:1][C:2]1[CH:7]=[CH:6][C:5]([C@H:8]([NH:13][C@@H:14]([CH2:18][CH:19]([Cl:21])[Cl:20])[C:15]([OH:17])=O)[C:9]([F:12])([F:11])[F:10])=[CH:4][CH:3]=1.[Cl-].[C:23]([C@@H:25]([NH3+:36])[CH2:26][C:27]1[CH:32]=[CH:31][C:30]([C:33]#[N:34])=[CH:29][C:28]=1[F:35])#[N:24].CN(C(ON1N=NC2C=CC=NC1=2)=[N+](C)C)C.F[P-](F)(F)(F)(F)F.CCN(C(C)C)C(C)C.C(=O)([O-])O.[Na+]. (2) The reactants are: [F:1][C:2]([F:28])([F:27])[C:3]1([O:22][Si](C)(C)C)[C:15]2[NH:14][C:13]3[C:8](=[CH:9][C:10]([C:20]#[N:21])=[CH:11][C:12]=3[C:16]([F:19])([F:18])[F:17])[C:7]=2[CH2:6][CH2:5][CH2:4]1.[OH-].[K+]. Given the product [OH:22][C:3]1([C:2]([F:28])([F:1])[F:27])[C:15]2[NH:14][C:13]3[C:8](=[CH:9][C:10]([C:20]#[N:21])=[CH:11][C:12]=3[C:16]([F:17])([F:18])[F:19])[C:7]=2[CH2:6][CH2:5][CH2:4]1, predict the reactants needed to synthesize it.